Task: Predict the reaction yield, written as a fraction of the theoretical maximum amount of product (1.0 means a 100% yield; for example, 0.34 means a 34% yield).. Dataset: Reaction yield outcomes from USPTO patents with 853,638 reactions (1) The reactants are [Mg].Br[C:3]1[CH:8]=[CH:7][CH:6]=[CH:5][CH:4]=1.[C:9]([CH:11]1[O:16][CH2:15][CH2:14][N:13]([CH2:17][C:18]2[CH:23]=[CH:22][CH:21]=[CH:20][CH:19]=2)[CH2:12]1)#N.[O:24]1CCCC1. The catalyst is C(OCC)C. The product is [C:9]([CH:11]1[O:16][CH2:15][CH2:14][N:13]([CH2:17][C:18]2[CH:23]=[CH:22][CH:21]=[CH:20][CH:19]=2)[CH2:12]1)(=[O:24])[C:3]1[CH:8]=[CH:7][CH:6]=[CH:5][CH:4]=1. The yield is 0.440. (2) The reactants are C(O[C:4](=O)[CH:5](N)[CH2:6][C:7]1[CH:12]=[CH:11][C:10]([C:13]2N=C(C3C=CC(NC(OC(C)(C)C)=O)=CC=3)ON=2)=[C:9](F)[CH:8]=1)C.C([O:37][C:38](=[O:85])[CH:39]([NH:67][C:68](OCC1C2C=CC=CC=2C2C1=CC=CC=2)=[O:69])[CH2:40][C:41]1[CH:46]=[CH:45][C:44]([C:47]2[N:51]=[C:50]([C:52]3[CH:57]=[CH:56][C:55]([NH:58][C:59]([O:61][C:62]([CH3:65])([CH3:64])[CH3:63])=[O:60])=[CH:54][CH:53]=3)[O:49][N:48]=2)=[C:43]([F:66])[CH:42]=1)C.N1CC[O:89][CH2:88]C1. The catalyst is CN(C=O)C. The product is [C:62]([O:61][C:59]([NH:58][C:55]1[CH:56]=[CH:57][C:52]([C:50]2[O:49][N:48]=[C:47]([C:44]3[CH:45]=[CH:46][C:41]([CH2:40][CH:39]([NH:67][C:68]([C:88]4[O:89][C:6]([C:7]5[CH:8]=[CH:9][C:10]([CH3:13])=[CH:11][CH:12]=5)=[CH:5][CH:4]=4)=[O:69])[C:38]([OH:37])=[O:85])=[CH:42][C:43]=3[F:66])[N:51]=2)=[CH:53][CH:54]=1)=[O:60])([CH3:65])([CH3:64])[CH3:63]. The yield is 0.727. (3) The product is [C:25]([O:28][C@H:29]1[CH2:46][CH2:45][C@@:44]2([CH3:47])[C@@H:31]([CH2:32][CH2:33][C@:34]3([CH3:58])[C@@H:43]2[CH2:42][CH2:41][C@H:40]2[C@@:35]3([CH3:57])[CH2:36][CH2:37][C@@:38]3([C:54]([N:1]4[CH2:5][CH2:4][CH2:3][CH:2]4[C:6]4[NH:7][C:8]([C:11]5[CH:16]=[CH:15][C:14]([CH3:17])=[CH:13][CH:12]=5)=[CH:9][N:10]=4)=[O:55])[CH2:50][CH2:49][C@@H:48]([C:51]([CH3:53])=[CH2:52])[C@@H:39]32)[C:30]1([CH3:60])[CH3:59])(=[O:27])[CH3:26]. The reactants are [NH:1]1[CH2:5][CH2:4][CH2:3][C@H:2]1[C:6]1[NH:7][C:8]([C:11]2[CH:16]=[CH:15][C:14]([CH3:17])=[CH:13][CH:12]=2)=[CH:9][N:10]=1.C(N(CC)CC)C.[C:25]([O:28][C@H:29]1[CH2:46][CH2:45][C@@:44]2([CH3:47])[C@@H:31]([CH2:32][CH2:33][C@:34]3([CH3:58])[C@@H:43]2[CH2:42][CH2:41][C@H:40]2[C@@:35]3([CH3:57])[CH2:36][CH2:37][C@@:38]3([C:54](O)=[O:55])[CH2:50][CH2:49][C@@H:48]([C:51]([CH3:53])=[CH2:52])[C@@H:39]32)[C:30]1([CH3:60])[CH3:59])(=[O:27])[CH3:26]. The yield is 0.560. The catalyst is C(Cl)Cl.O. (4) The reactants are [C:1]([NH2:9])(=[S:8])[C:2]1[CH:7]=[CH:6][CH:5]=[CH:4][CH:3]=1.[CH2:10]([Br:17])[C:11]1[CH:16]=[CH:15][CH:14]=[CH:13][CH:12]=1. The catalyst is C(Cl)Cl. The product is [BrH:17].[CH2:10]([S:8][C:1](=[NH:9])[C:2]1[CH:7]=[CH:6][CH:5]=[CH:4][CH:3]=1)[C:11]1[CH:16]=[CH:15][CH:14]=[CH:13][CH:12]=1. The yield is 0.850. (5) The reactants are [S:1]1[CH:5]=[CH:4][CH:3]=[C:2]1[CH:6]([CH3:11])[C:7](OC)=[O:8].[NH3:12]. No catalyst specified. The product is [S:1]1[CH:5]=[CH:4][CH:3]=[C:2]1[CH:6]([CH3:11])[C:7]([NH2:12])=[O:8]. The yield is 0.713. (6) The reactants are [Cl:1][C:2]1[N:11]=[C:10](Cl)[C:9]2[C:4](=[CH:5][C:6]([O:15][CH3:16])=[C:7]([O:13][CH3:14])[CH:8]=2)[N:3]=1.[CH3:17][O:18][C:19]1[CH:26]=[CH:25][C:22]([NH:23][CH3:24])=[CH:21][CH:20]=1.C([O-])(=O)C.[Na+]. The catalyst is O1CCCC1.O. The product is [Cl:1][C:2]1[N:11]=[C:10]([N:23]([C:22]2[CH:25]=[CH:26][C:19]([O:18][CH3:17])=[CH:20][CH:21]=2)[CH3:24])[C:9]2[C:4](=[CH:5][C:6]([O:15][CH3:16])=[C:7]([O:13][CH3:14])[CH:8]=2)[N:3]=1. The yield is 0.600. (7) The product is [CH3:26][O:25][C:16]1[CH:17]=[C:18]2[C:23](=[C:14]([N:11]3[CH2:10][CH2:9][NH:8][CH2:13][CH2:12]3)[CH:15]=1)[N:22]=[CH:21][CH:20]=[C:19]2[CH3:24]. The catalyst is C(Cl)Cl. The yield is 0.470. The reactants are C([N:8]1[CH2:13][CH2:12][N:11]([C:14]2[CH:15]=[C:16]([O:25][CH3:26])[CH:17]=[C:18]3[C:23]=2[N:22]=[CH:21][CH:20]=[C:19]3[CH3:24])[CH2:10][CH2:9]1)C1C=CC=CC=1.ClC(OC=C)=O. (8) The reactants are N1([C:7]2[CH:17]=[CH:16][C:10]3[CH:11]=[CH:12][CH:13]=[CH:14][NH:15][C:9]=3[CH:8]=2)CCOCC1.[OH-].[Na+]. The catalyst is CO. The product is [N:15]1[CH2:14][CH:13]=[CH:12][CH:11]=[C:10]2[CH:16]=[CH:17][CH:7]=[CH:8][C:9]=12. The yield is 0.890. (9) The reactants are [F:1][C:2]1[CH:8]=[C:7]([F:9])[CH:6]=[C:5]([F:10])[C:3]=1[NH2:4].C[Si]([N-][Si](C)(C)C)(C)C.[Na+].[F:21][C:22]1[C:23]([CH2:56][CH2:57][N:58]2[CH2:63][CH2:62][CH2:61][CH2:60][CH2:59]2)=[CH:24][C:25]([O:54][CH3:55])=[C:26]([NH:28][C:29]2[N:34]=[C:33]([C:35]3[N:39]4[CH:40]=[CH:41][CH:42]=[CH:43][C:38]4=[N:37][C:36]=3[C:44]3[CH:45]=[C:46]([CH:51]=[CH:52][CH:53]=3)[C:47](OC)=[O:48])[CH:32]=[CH:31][N:30]=2)[CH:27]=1.CO. The catalyst is C1COCC1. The product is [F:21][C:22]1[C:23]([CH2:56][CH2:57][N:58]2[CH2:59][CH2:60][CH2:61][CH2:62][CH2:63]2)=[CH:24][C:25]([O:54][CH3:55])=[C:26]([NH:28][C:29]2[N:34]=[C:33]([C:35]3[N:39]4[CH:40]=[CH:41][CH:42]=[CH:43][C:38]4=[N:37][C:36]=3[C:44]3[CH:45]=[C:46]([CH:51]=[CH:52][CH:53]=3)[C:47]([NH:4][C:3]3[C:2]([F:1])=[CH:8][C:7]([F:9])=[CH:6][C:5]=3[F:10])=[O:48])[CH:32]=[CH:31][N:30]=2)[CH:27]=1. The yield is 0.620.